Dataset: Forward reaction prediction with 1.9M reactions from USPTO patents (1976-2016). Task: Predict the product of the given reaction. (1) The product is: [CH2:13]([S:12][C:8]1[CH:7]=[C:6]([CH:4]([OH:5])[CH2:3][CH2:2][NH:1][C:22](=[O:23])[O:21][C:18]([CH3:20])([CH3:19])[CH3:17])[CH:11]=[CH:10][CH:9]=1)[CH2:14][CH2:15][CH3:16]. Given the reactants [NH2:1][CH2:2][CH2:3][CH:4]([C:6]1[CH:11]=[CH:10][CH:9]=[C:8]([S:12][CH2:13][CH2:14][CH2:15][CH3:16])[CH:7]=1)[OH:5].[CH3:17][C:18]([O:21][C:22](O[C:22]([O:21][C:18]([CH3:20])([CH3:19])[CH3:17])=[O:23])=[O:23])([CH3:20])[CH3:19], predict the reaction product. (2) Given the reactants Cl[C:2]1[C:3]([NH2:9])=[N:4][CH:5]=[N:6][C:7]=1Cl.[F:10][C@H:11]1[CH2:16][N:15]([CH2:17][C:18]2[CH:23]=CC(OC)=CC=2)[CH2:14][C@H:13]([NH2:26])[CH2:12]1.[O:27]([C:34]1[CH:39]=[CH:38][C:37](B(O)O)=[CH:36][CH:35]=1)[C:28]1[CH:33]=[CH:32][CH:31]=[CH:30][CH:29]=1.C(Cl)(=[O:46])C=C, predict the reaction product. The product is: [NH2:9][C:3]1[N:4]=[CH:5][N:6]=[C:7]([NH:26][C@@H:13]2[CH2:12][C@@H:11]([F:10])[CH2:16][N:15]([C:17](=[O:46])[CH:18]=[CH2:23])[CH2:14]2)[C:2]=1[C:37]1[CH:38]=[CH:39][C:34]([O:27][C:28]2[CH:33]=[CH:32][CH:31]=[CH:30][CH:29]=2)=[CH:35][CH:36]=1. (3) Given the reactants CS(C)=O.Cl.[NH2:6][OH:7].C(=O)(O)[O-].[Na+].[CH3:13][O:14][C:15]([C:17]1[C:22]2[N:23]([CH2:29][C:30]3[CH:35]=[CH:34][C:33]([C:36]4[CH:41]=[CH:40][CH:39]=[CH:38][C:37]=4[C:42]#[N:43])=[CH:32][CH:31]=3)[C:24]([O:26][CH2:27][CH3:28])=[N:25][C:21]=2[CH:20]=[CH:19][CH:18]=1)=[O:16], predict the reaction product. The product is: [CH2:27]([O:26][C:24]1[N:23]([CH2:29][C:30]2[CH:35]=[CH:34][C:33]([C:36]3[CH:41]=[CH:40][CH:39]=[CH:38][C:37]=3[C:42](=[N:6][OH:7])[NH2:43])=[CH:32][CH:31]=2)[C:22]2[C:17]([C:15]([O:14][CH3:13])=[O:16])=[CH:18][CH:19]=[CH:20][C:21]=2[N:25]=1)[CH3:28]. (4) Given the reactants C([O:5][C:6](=[O:17])[CH2:7][O:8][C:9]1[CH:14]=[CH:13][C:12]([Cl:15])=[CH:11][C:10]=1[Br:16])(C)(C)C.FC(F)(F)C(O)=O, predict the reaction product. The product is: [Br:16][C:10]1[CH:11]=[C:12]([Cl:15])[CH:13]=[CH:14][C:9]=1[O:8][CH2:7][C:6]([OH:17])=[O:5]. (5) The product is: [CH2:40]([NH:47][C:7]([C:6]1[S:5][CH:4]=[N:3][C:2]=1[CH3:1])=[O:9])[C:41]1[CH:46]=[CH:45][CH:44]=[CH:43][CH:42]=1. Given the reactants [CH3:1][C:2]1[N:3]=[CH:4][S:5][C:6]=1[C:7]([OH:9])=O.ON1C2C=CC=CC=2N=N1.CN(C)CCCN=C=NCC.C(N(CC)C(C)C)(C)C.[CH2:40]([NH2:47])[C:41]1[CH:46]=[CH:45][CH:44]=[CH:43][CH:42]=1, predict the reaction product. (6) Given the reactants [Cl:1][C:2]1[N:11]=[C:10](Cl)[C:9]2[C:4](=[CH:5][CH:6]=[CH:7][CH:8]=2)[N:3]=1.[CH2:13]([NH2:15])[CH3:14].[CH3:16][C:17]1[CH:21]=[C:20]([CH3:22])[NH:19][N:18]=1, predict the reaction product. The product is: [ClH:1].[CH3:16][C:17]1[CH:21]=[C:20]([CH3:22])[N:19]([C:2]2[N:11]=[C:10]([NH:15][CH2:13][CH3:14])[C:9]3[C:4](=[CH:5][CH:6]=[CH:7][CH:8]=3)[N:3]=2)[N:18]=1.